This data is from Ames mutagenicity test results for genotoxicity prediction. The task is: Regression/Classification. Given a drug SMILES string, predict its toxicity properties. Task type varies by dataset: regression for continuous values (e.g., LD50, hERG inhibition percentage) or binary classification for toxic/non-toxic outcomes (e.g., AMES mutagenicity, cardiotoxicity, hepatotoxicity). Dataset: ames. (1) The result is 0 (non-mutagenic). The molecule is O=[N+]([O-])OC1COC2C(O[N+](=O)[O-])COC12. (2) The molecule is CC1C=Cc2ccc3ccc4ccccc4c3c21. The result is 0 (non-mutagenic). (3) The drug is Nc1ccc2c(-c3ccccc3C(=O)O)c3ccc(N)cc3[o+]c2c1. The result is 0 (non-mutagenic).